Dataset: Peptide-MHC class I binding affinity with 185,985 pairs from IEDB/IMGT. Task: Regression. Given a peptide amino acid sequence and an MHC pseudo amino acid sequence, predict their binding affinity value. This is MHC class I binding data. (1) The peptide sequence is KTWIIMGLNK. The MHC is Mamu-B08 with pseudo-sequence Mamu-B08. The binding affinity (normalized) is 0. (2) The peptide sequence is KVSDEIWNY. The binding affinity (normalized) is 0.497. The MHC is HLA-A29:02 with pseudo-sequence HLA-A29:02.